This data is from Experimentally validated miRNA-target interactions with 360,000+ pairs, plus equal number of negative samples. The task is: Binary Classification. Given a miRNA mature sequence and a target amino acid sequence, predict their likelihood of interaction. (1) The miRNA is hsa-miR-3944-5p with sequence UGUGCAGCAGGCCAACCGAGA. The protein sequence of the target gene is MLRFLRRTFGRRSMQRYARGAAGRGAAGLGDERDGGPRGGPAAAASSSALPAAPGGSVFPAGGGPLLTGGAAVHISAAGAAKATLYCRVFLLDGTEVSVDLPKHAKGQDLFDQIVYHLDLVETDYFGLQFLDSAQVAHWLDHAKPIKKQMKIGPAYALHFRVKYYSSEPNNLREEFTRYLFVLQLRHDILSGKLKCPYETAVELAALCLQAELGECELPEHTPELVSEFRFIPNQTEAMEFDIFQRWKECRGKSPAQAELSYLNKAKWLEMYGVDMHVVRGRDGCEYSLGLTPTGILIFE.... Result: 0 (no interaction). (2) The miRNA is mmu-miR-374c-5p with sequence AUAAUACAACCUGCUAAGUG. The protein sequence of the target gene is MALKWTSVLLLIHLGCYFSSGSCGKVLVWTGEYSHWMNMKTILKELVQRGHEVTVLASSASILFDPNDAFTLKLEVYPTSLTKTEFENIIMQQVKRWSDIQKDSFWLYFSQEQEILWEFHDIFRNFCKDVVSNKKVMKKLQESRFDIIFADAFFPCGELLAALLNIPFVYSLCFTPGYTIERHSGGLIFPPSYIPVVMSKLSDQMTFMERVKNMIYVLYFDFWFQMCDMKKWDQFYSEVLGRPTTLFETMGKADIWLMRNSWSFQFPHPFLPNIDFVGGLHCKPAKPLPKEMEEFVQSSG.... Result: 0 (no interaction). (3) The miRNA is hsa-miR-6815-3p with sequence UGGCUUCUCUUGCACACCCAG. The protein sequence of the target gene is MDRAGRLGAGLRGLCVAALVLVCAGHGGRREDGGPACYGGFDLYFILDKSGSVLHHWNEIYYFVEQLAHRFISPQLRMSFIVFSTRGTTLMKLTEDREQIRQGLEELQKVLPGGDTYMHEGFERASEQIYYENSQGYRTASVIIALTDGELHEDLFFYSEREANRSRDLGAIVYCVGVKDFNETQLARIADSKDHVFPVNDGFQALQGIIHSILKKSCIEILAAEPSTICAGESFQVVVRGNGFRHARNVDRVLCSFKINDSVTLNEKPFAVEDTYLLCPAPILKEVGMKAALQVSMNDG.... Result: 0 (no interaction). (4) The miRNA is mmu-miR-139-5p with sequence UCUACAGUGCACGUGUCUCCAG. The protein sequence of the target gene is MSVGFIGAGQLAFALAKGFTAAGVLAAHKIMASSPDMDQATVSALRKIGVNLTPHNKETVRHSDVLFLAVKPHIIPFILDEIGANIEDRHIVVSCAAGVTINSIEKKLTAFQPAPKVIRCMTNTPVVVREGVTVYATGTHAQVEDGRLVEQLMGSVGFCTEVEEDLIDAVTGLSGSGPAYAFTALDALADGGVKMGLPRRLAVRLGAQALLGAAKMLLDSEQHPSQLKDNVCSPGGATIHALHVLESGGFRSLLINAVEASCIRTRELQTMADQETISPAAIKKTVLDKVKLDSSAGASL.... Result: 1 (interaction). (5) The miRNA is hsa-miR-887-3p with sequence GUGAACGGGCGCCAUCCCGAGG. The protein sequence of the target gene is MFSAWDRRERPPEEGAAAGLQGFGVDKTFLSSLKGILLETELALTFIIFICFTASISAYMAAALLEFLITLAFLFLCATQYYQRFDRLNWPCLDFLRCLSAIVIFLVVSFAAVTSREGAAIAAFVFGIILVSVFAYDAFKIYRTELMPSTTEGDQQ. Result: 0 (no interaction). (6) The miRNA is hsa-miR-2467-3p with sequence AGCAGAGGCAGAGAGGCUCAGG. The protein sequence of the target gene is MAAAVPDEAVARDVQRLLVQFQDEGGQLLGSPFDVPVDITPDRLQLVCNALLAQEDPLPLAFFVHDAEIVSSLGKTLESQAVETEKVLDIIYQPQAIFRVRAVTRCTSSLEGHSEAVISVAFSPTGKYLASGSGDTTVRFWDLSTETPHFTCKGHRHWVLSISWSPDGRKLASGCKNGQILLWDPSTGKQVGRTLAGHSKWITGLSWEPLHANPECRYVASSSKDGSVRIWDTTAGRCERILTGHTQSVTCLRWGGDGLLYSASQDRTIKVWRAHDGVLCRTLQGHGHWVNTMALSTDYA.... Result: 1 (interaction). (7) The miRNA is hsa-miR-4648 with sequence UGUGGGACUGCAAAUGGGAG. The protein sequence of the target gene is MSGQQERAERQREELSASASPPSRFVLGLDVGSTVIRCHVYDQTARVRGSSAQKVENVYPQPGWVEIDPDSLWAQFVAVIKDAVKAAGVQMNQIVGLGISTQRATFITWNKKTGHHFHNFISWQDLRAAELVKSWNNSLIMKLLHGATRVLHFFSRSKVMLTVSRFNFSTQHATLRLTWILQNLSEVKRAVEEDNCCFGTIDTWLLYKLTKGSSYATDYSNASTTGFFDPYAMRWSRLITTMVSIPLSILPPVKDTSYNFGSVDEKIFGVPIPVVALVGDQQSAMFGECCFETGDVKLTM.... Result: 0 (no interaction).